This data is from NCI-60 drug combinations with 297,098 pairs across 59 cell lines. The task is: Regression. Given two drug SMILES strings and cell line genomic features, predict the synergy score measuring deviation from expected non-interaction effect. (1) Drug 1: CC(C)CN1C=NC2=C1C3=CC=CC=C3N=C2N. Drug 2: CC1CCCC2(C(O2)CC(NC(=O)CC(C(C(=O)C(C1O)C)(C)C)O)C(=CC3=CSC(=N3)C)C)C. Cell line: HT29. Synergy scores: CSS=54.1, Synergy_ZIP=2.25, Synergy_Bliss=-0.662, Synergy_Loewe=-17.2, Synergy_HSA=0.149. (2) Drug 1: CC1=C2C(C(=O)C3(C(CC4C(C3C(C(C2(C)C)(CC1OC(=O)C(C(C5=CC=CC=C5)NC(=O)C6=CC=CC=C6)O)O)OC(=O)C7=CC=CC=C7)(CO4)OC(=O)C)O)C)OC(=O)C. Drug 2: C1C(C(OC1N2C=NC3=C2NC=NCC3O)CO)O. Cell line: SK-MEL-28. Synergy scores: CSS=26.5, Synergy_ZIP=-0.369, Synergy_Bliss=6.98, Synergy_Loewe=-5.21, Synergy_HSA=4.44. (3) Drug 1: CC1=C2C(C(=O)C3(C(CC4C(C3C(C(C2(C)C)(CC1OC(=O)C(C(C5=CC=CC=C5)NC(=O)OC(C)(C)C)O)O)OC(=O)C6=CC=CC=C6)(CO4)OC(=O)C)OC)C)OC. Drug 2: N.N.Cl[Pt+2]Cl. Cell line: SF-539. Synergy scores: CSS=56.4, Synergy_ZIP=11.4, Synergy_Bliss=11.4, Synergy_Loewe=-32.3, Synergy_HSA=11.8. (4) Drug 1: CC1=C(C(CCC1)(C)C)C=CC(=CC=CC(=CC(=O)O)C)C. Drug 2: C1=CN(C=N1)CC(O)(P(=O)(O)O)P(=O)(O)O. Cell line: UACC62. Synergy scores: CSS=3.66, Synergy_ZIP=-0.434, Synergy_Bliss=1.40, Synergy_Loewe=2.20, Synergy_HSA=1.68. (5) Drug 1: CC(C1=C(C=CC(=C1Cl)F)Cl)OC2=C(N=CC(=C2)C3=CN(N=C3)C4CCNCC4)N. Drug 2: CS(=O)(=O)OCCCCOS(=O)(=O)C. Cell line: RPMI-8226. Synergy scores: CSS=9.17, Synergy_ZIP=-1.17, Synergy_Bliss=1.64, Synergy_Loewe=-12.4, Synergy_HSA=-7.89. (6) Drug 1: CC1C(C(CC(O1)OC2CC(CC3=C2C(=C4C(=C3O)C(=O)C5=C(C4=O)C(=CC=C5)OC)O)(C(=O)C)O)N)O.Cl. Drug 2: CCN(CC)CCCC(C)NC1=C2C=C(C=CC2=NC3=C1C=CC(=C3)Cl)OC. Cell line: NCI/ADR-RES. Synergy scores: CSS=22.6, Synergy_ZIP=-6.13, Synergy_Bliss=-1.35, Synergy_Loewe=-2.50, Synergy_HSA=-2.72.